The task is: Predict the product of the given reaction.. This data is from Forward reaction prediction with 1.9M reactions from USPTO patents (1976-2016). (1) Given the reactants C(Cl)Cl.[CH2:4]([O:6][C:7]1[CH:12]=[CH:11][C:10]([NH:13][C:14]2[N:25]3[C:21](=[CH:22][CH:23]=[N:24]3)[N:20]=[C:19]3[C:15]=2[CH2:16][CH2:17][N:18]3[OH:26])=[CH:9][CH:8]=1)[CH3:5].[C:27](OC(=O)C)(=[O:29])[CH3:28], predict the reaction product. The product is: [C:27]([O:26][N:18]1[CH2:17][CH2:16][C:15]2[C:19]1=[N:20][C:21]1[N:25]([C:14]=2[NH:13][C:10]2[CH:9]=[CH:8][C:7]([O:6][CH2:4][CH3:5])=[CH:12][CH:11]=2)[N:24]=[CH:23][CH:22]=1)(=[O:29])[CH3:28]. (2) Given the reactants Cl[CH2:2][CH2:3][S:4][C:5]1[CH:10]=[CH:9][C:8]([CH:11]2[C:16]([C:17]3[CH:22]=[CH:21][C:20]([OH:23])=[CH:19][CH:18]=3)=[C:15]([C:24]([F:27])([F:26])[F:25])[C:14]3[CH:28]=[CH:29][C:30]([OH:32])=[CH:31][C:13]=3[O:12]2)=[CH:7][CH:6]=1.[I-].[K+].O.C(OCC)(=O)C.[NH:42]1[CH2:47][CH2:46][CH2:45][CH2:44][CH2:43]1, predict the reaction product. The product is: [OH:32][C:30]1[CH:29]=[CH:28][C:14]2[C:15]([C:24]([F:27])([F:26])[F:25])=[C:16]([C:17]3[CH:22]=[CH:21][C:20]([OH:23])=[CH:19][CH:18]=3)[CH:11]([C:8]3[CH:9]=[CH:10][C:5]([S:4][CH2:3][CH2:2][N:42]4[CH2:47][CH2:46][CH2:45][CH2:44][CH2:43]4)=[CH:6][CH:7]=3)[O:12][C:13]=2[CH:31]=1. (3) The product is: [CH3:1][O:2][C:3]([C:5]1[CH:10]=[N:9][C:8]([O:22][CH2:21][C:20]([F:24])([F:23])[F:19])=[C:7]([C:12]2[CH:17]=[CH:16][C:15]([Cl:18])=[CH:14][CH:13]=2)[N:6]=1)=[O:4]. Given the reactants [CH3:1][O:2][C:3]([C:5]1[CH:10]=[N:9][C:8](Br)=[C:7]([C:12]2[CH:17]=[CH:16][C:15]([Cl:18])=[CH:14][CH:13]=2)[N:6]=1)=[O:4].[F:19][C:20]([F:24])([F:23])[CH2:21][OH:22], predict the reaction product. (4) Given the reactants [CH2:1]1[C:5]2([CH2:9][CH2:8][CH2:7][NH:6]2)[CH2:4][CH2:3][N:2]1[C:10]([O:12][C:13]([CH3:16])([CH3:15])[CH3:14])=[O:11].Br[C:18]1[CH:19]=[N:20][CH:21]=[CH:22][CH:23]=1.CC(C)([O-])C.[K+].C1(P(C2C=CC=CC=2)C2C=CC3C(=CC=CC=3)C=2C2C3C(=CC=CC=3)C=CC=2P(C2C=CC=CC=2)C2C=CC=CC=2)C=CC=CC=1, predict the reaction product. The product is: [N:20]1[CH:21]=[CH:22][CH:23]=[C:18]([N:6]2[CH2:7][CH2:8][CH2:9][C:5]32[CH2:1][N:2]([C:10]([O:12][C:13]([CH3:16])([CH3:15])[CH3:14])=[O:11])[CH2:3][CH2:4]3)[CH:19]=1. (5) Given the reactants [N:1]1[CH:6]=[CH:5][CH:4]=[C:3]([C:7]2[C:8]3[CH:15]=[CH:14][C:13]([C:16]4[CH:17]=[C:18]([OH:22])[CH:19]=[CH:20][CH:21]=4)=[CH:12][C:9]=3[S:10][CH:11]=2)[CH:2]=1.[CH:23](Br)([CH3:25])[CH3:24].C(=O)([O-])[O-].[K+].[K+], predict the reaction product. The product is: [CH:23]([O:22][C:18]1[CH:17]=[C:16]([C:13]2[CH:14]=[CH:15][C:8]3[C:7]([C:3]4[CH:2]=[N:1][CH:6]=[CH:5][CH:4]=4)=[CH:11][S:10][C:9]=3[CH:12]=2)[CH:21]=[CH:20][CH:19]=1)([CH3:25])[CH3:24]. (6) The product is: [N:21]1[CH:22]=[CH:23][CH:24]=[CH:25][C:20]=1[C:6]1[O:7][CH:8]=[CH:9][N:10]=1. Given the reactants C([Sn](CCCC)(CCCC)[C:6]1[O:7][CH:8]=[CH:9][N:10]=1)CCC.Br[C:20]1[CH:25]=[CH:24][CH:23]=[CH:22][N:21]=1, predict the reaction product. (7) Given the reactants [C:1]([O:4][C@@H:5]1[C@H:21]([C:22]2[CH:23]=[CH:24][C:25](=[O:28])[O:26][CH:27]=2)[C@:20]2([CH3:29])[C@@:7]([OH:44])([C@H:8]3[C@H:17]([CH2:18][CH2:19]2)[C@:16]2([CH3:30])[C@@H:11]([CH2:12][C@@H:13]([O:31][C:32](OC4C=CC([N+]([O-])=O)=CC=4)=[O:33])[CH2:14][CH2:15]2)[CH2:10][CH2:9]3)[CH2:6]1)(=[O:3])[CH3:2].[NH:45]1[CH2:50][CH2:49][NH:48][CH2:47][CH2:46]1, predict the reaction product. The product is: [N:45]1([C:32]([O:31][C@@H:13]2[CH2:12][C@@H:11]3[C@@:16]([CH3:30])([C@@H:17]4[C@@H:8]([CH2:9][CH2:10]3)[C@:7]3([OH:44])[C@@:20]([CH3:29])([C@@H:21]([C:22]5[CH:23]=[CH:24][C:25](=[O:28])[O:26][CH:27]=5)[C@@H:5]([O:4][C:1](=[O:3])[CH3:2])[CH2:6]3)[CH2:19][CH2:18]4)[CH2:15][CH2:14]2)=[O:33])[CH2:50][CH2:49][NH:48][CH2:47][CH2:46]1. (8) Given the reactants [CH3:1][C:2]1[N:7]=[C:6]([OH:8])[CH:5]=[CH:4][C:3]=1[N+:9]([O-:11])=[O:10].[H-].[Na+].[F:14][C:15]([F:23])(S(F)(=O)=O)C(O)=O, predict the reaction product. The product is: [F:14][CH:15]([F:23])[O:8][C:6]1[N:7]=[C:2]([CH3:1])[C:3]([N+:9]([O-:11])=[O:10])=[CH:4][CH:5]=1. (9) Given the reactants [Cl:1][C:2]1[CH:6]=[CH:5][S:4][C:3]=1[CH:7]=O.[N+:9]([CH2:12][CH3:13])([O-:11])=[O:10].C([O-])(=O)C.[NH4+].C(O)(=O)C, predict the reaction product. The product is: [Cl:1][C:2]1[CH:6]=[CH:5][S:4][C:3]=1/[CH:7]=[CH:13]/[CH2:12][N+:9]([O-:11])=[O:10].